Dataset: Full USPTO retrosynthesis dataset with 1.9M reactions from patents (1976-2016). Task: Predict the reactants needed to synthesize the given product. Given the product [F:18][C:16]1([F:19])[CH2:17][N:14]([C:12]([C:9]2[CH:10]=[C:11]3[C:6](=[CH:7][CH:8]=2)[CH:5]=[N:4][CH:3]=[C:2]3[C:29]2[CH:30]=[CH:31][C:26]([C:24]3[N:23]=[C:22]([CH3:41])[N:21]([CH3:20])[CH:25]=3)=[CH:27][CH:28]=2)=[O:13])[CH2:15]1, predict the reactants needed to synthesize it. The reactants are: Cl[C:2]1[C:11]2[C:6](=[CH:7][CH:8]=[C:9]([C:12]([N:14]3[CH2:17][C:16]([F:19])([F:18])[CH2:15]3)=[O:13])[CH:10]=2)[CH:5]=[N:4][CH:3]=1.[CH3:20][N:21]1[CH:25]=[C:24]([C:26]2[CH:31]=[CH:30][C:29](B3OC(C)(C)C(C)(C)O3)=[CH:28][CH:27]=2)[N:23]=[C:22]1[CH3:41].CC([O-])=O.[K+].C(#N)C.